From a dataset of Reaction yield outcomes from USPTO patents with 853,638 reactions. Predict the reaction yield, written as a fraction of the theoretical maximum amount of product (1.0 means a 100% yield; for example, 0.34 means a 34% yield). The reactants are [C:1]([O:5][C:6]([NH:8][CH:9]([CH3:13])[C:10]([OH:12])=O)=[O:7])([CH3:4])([CH3:3])[CH3:2].C1C=CC2N(O)N=NC=2C=1.CN1C(=O)CCC1.CCN=C=NCCCN(C)C.[NH:42]1[CH2:47][CH2:46][S:45][CH2:44][CH2:43]1. The catalyst is C(Cl)Cl. The product is [C:1]([O:5][C:6](=[O:7])[NH:8][CH:9]([CH3:13])[C:10](=[O:12])[N:42]1[CH2:47][CH2:46][S:45][CH2:44][CH2:43]1)([CH3:2])([CH3:3])[CH3:4]. The yield is 0.980.